From a dataset of Retrosynthesis with 50K atom-mapped reactions and 10 reaction types from USPTO. Predict the reactants needed to synthesize the given product. (1) Given the product O=C1c2ccccc2C(=O)N1[C@H]1CC[C@@H](Oc2ccc(F)cc2)CC1, predict the reactants needed to synthesize it. The reactants are: O=C1c2ccccc2C(=O)N1[C@H]1CC[C@H](O)CC1.Oc1ccc(F)cc1. (2) Given the product COc1ccc(Cn2cc3c(n2)CC(C)Cc2sc(Nc4nccc(C)n4)nc2-3)cc1, predict the reactants needed to synthesize it. The reactants are: COc1ccc(Cn2cc3c(n2)CC(C)Cc2sc(N)nc2-3)cc1.Cc1ccnc(Cl)n1.